Binary Classification. Given two protein amino acid sequences, predict whether they physically interact or not. From a dataset of Human Reference Interactome with 51,813 positive PPI pairs across 8,248 proteins, plus equal number of experimentally-validated negative pairs. (1) Protein 1 (ENSG00000231256) has sequence MNNSLDYLAYPVIVSNHRQSTTFRKKLDFGHYVSHKNRIQIAKPTVDTKPPVAHTNHILKLSKLQGEQKKINKIEYENKQLCQKIANAHRGPAKVDCWNEYFSKSLNRETRNRELVRITMENQGILKRLVDRKPHYDRRASEIDWQNSRRYIRNTTRYLLSQNE*XRETRNRELVRITMENQGILKRLVDRKPHYDRRASEIDWQNSRRYIRNTTRYLLSQNE*. Protein 2 (ENSG00000162599) has sequence MYSPLCLTQDEFHPFIEALLPHVRAFAYTWFNLQARKRKYFKKHEKRMSKEEERAVKDELLSEKPEVKQKWASRLLAKLRKDIRPEYREDFVLTVTGKKPPCCVLSNPDQKGKMRRIDCLRQADKVWRLDLVMVILFKGIPLESTDGERLVKSPQCSNPGLCVQPHHIGVSVKELDLYLAYFVHAAGHLGFQDSFVTSGVFSVTELVRVSQTPIAAGTGPNFSLSDLESSSYYSMSPGAMRRSLPSTSSTSSTKRLKSVEDEMDSPGEEPFYTGQGRSPGSGSQSSGWHEVEPGMPSPTT.... Result: 0 (the proteins do not interact). (2) Protein 2 (ENSG00000160752) has sequence MPLSRWLRSVGVFLLPAPYWAPRERWLGSLRRPSLVHGYPVLAWHSARCWCQAWTEEPRALCSSLRMNGDQNSDVYAQEKQDFVQHFSQIVRVLTEDEMGHPEIGDAIARLKEVLEYNAIGGKYNRGLTVVVAFRELVEPRKQDADSLQRAWTVGWCVELLQAFFLVADDIMDSSLTRRGQICWYQKPGVGLDAINDANLLEACIYRLLKLYCREQPYYLNLIELFLQSSYQTEIGQTLDLLTAPQGNVDLVRFTEKRYKSIVKYKTAFYSFYLPIAAAMYMAGIDGEKEHANAKKILLE.... Protein 1 (ENSG00000158014) has sequence MEAKEKQHLLDARPAIRSYTGSLWQEGAGWIPLPRPGLDLQAIELAAQSNHHCHAQKGPDSHCDPKKGKAQRQLYVASAICLLFMIGEVVEILGALVSVLSIWVVTGVLVYLAVERLISGDYEIDGGTMLITSGCAVAVNIIMGLTLHQSGHGHSHGTTNQQEENPSVRAAFIHVIGDFMQSMGVLVAAYILYFKPEYKYVDPICTFVFSILVLGTTLTILRDVILVLMEGTPKGVDFTAVRDLLLSVEGVEALHSLHIWALTVAQPVLSVHIAIAQNTDAQAVLKTASSRLQGKFHFHT.... Result: 1 (the proteins interact). (3) Result: 0 (the proteins do not interact). Protein 2 (ENSG00000174697) has sequence MHWGTLCGFLWLWPYLFYVQAVPIQKVQDDTKTLIKTIVTRINDISHTQSVSSKQKVTGLDFIPGLHPILTLSKMDQTLAVYQQILTSMPSRNVIQISNDLENLRDLLHVLAFSKSCHLPWASGLETLDSLGGVLEASGYSTEVVALSRLQGSLQDMLWQLDLSPGC*. Protein 1 (ENSG00000100121) has sequence MTSEFFAAQLRAQISDDTTHPISYYKPEFYTPVDGGTAHLSVVAEDGSAVSATSTINLYFGSKVRSPVSEILFNDEMDDFSSPNITNEFGVPPSPANFIQPGKQPLSSMCPTIMVGQDGQVRMVVGAAGGTQITTATALICVTPFLPGRAHPAQPPSHADHTPMPQAIIYNLWFGYDVKRAVEEPRLHNQLLPNVTTVERNIDQAVTAALETRHHHTQIASTFIAVVQAIVRTAGGWAAASDSRKGGEPAGY*MTSEFFAAQLRAQISDDTTHPISYYKPEFYTPVDGGTAHLSVVAEDG.... (4) Protein 1 (ENSG00000151151) has sequence MATEPPSPLRVEAPGPPEMRTSPAIESTPEGTPQPAGGRLRFLNGCVPLSHQVAGHMYGKDKVGILQHPDGTVLKQLQPPPRGPRELEFYNMVYAADCFDGVLLELRKYLPKYYGIWSPPTAPNDLYLKLEDVTHKFNKPCIMDVKIGQKSYDPFASSEKIQQQVSKYPLMEEIGFLVLGMRVYHVHSDSYETENQHYGRSLTKETIKDGVSRFFHNGYCLRKDAVAASIQKIEKILQWFENQKQLNFYASSLLFVYEGSSQPTTTKLNDRTLAEKFLSKGQLSDTEVLEYNNNFHVLSS.... Protein 2 (ENSG00000105221) has sequence MNEVSVIKEGWLHKRGEYIKTWRPRYFLLKSDGSFIGYKERPEAPDQTLPPLNNFSVAECQLMKTERPRPNTFVIRCLQWTTVIERTFHVDSPDEREEWMRAIQMVANSLKQRAPGEDPMDYKCGSPSDSSTTEEMEVAVSKARAKVTMNDFDYLKLLGKGTFGKVILVREKATGRYYAMKILRKEVIIAKDEVAHTVTESRVLQNTRHPFLTALKYAFQTHDRLCFVMEYANGGELFFHLSRERVFTEERARFYGAEIVSALEYLHSRDVVYRDIKVLEDNDYGRAVDWWGLGVVMYEM.... Result: 0 (the proteins do not interact). (5) Protein 1 (ENSG00000237110) has sequence MVNNFSQAEAVELCYKNVNESCIKTPYSPGPRSILYAVLGFGAVLAAFGNLLVMIAILHFKQLHTPTNFLIASLACADFLVGVTVMPFSTVRSVESCWYFGDSYCKFHTCFDTSFCFASLFHLCCISVDRYIAVTDPLTYPTKFTVSVSGICIVLSWFFSVTYSFSIFYTGANEEGIEELVVALTCVGGCQAPLNQNWVLLCFLLFFIPNVAMVFIYSKIFLVAKHQARKIESTASQAQSSSESYKERVAKRERKAAKTLGIAMAAFLVSWLPYLVDAVIDAYMNFITPPYVYEILVWCV.... Protein 2 (ENSG00000176597) has sequence MRMLVSGRRVKKWQLIIQLFATCFLASLMFFWEPIDNHIVSHMKSYSYRYLINSYDFVNDTLSLKHTSAGPRYQYLINHKEKCQAQDVLLLLFVKTAPENYDRRSGIRRTWGNENYVRSQLNANIKTLFALGTPNPLEGEELQRKLAWEDQRYNDIIQQDFVDSFYNLTLKLLMQFSWANTYCPHAKFLMTADDDIFIHMPNLIEYLQSLEQIGVQDFWIGRVHRGAPPIRDKSSKYYVSYEMYQWPAYPDYTAGAAYVISGDVAAKVYEASQTLNSSLYIDDVFMGLCANKIGIVPQDH.... Result: 0 (the proteins do not interact). (6) Protein 2 (ENSG00000267508) has sequence MIKFQERVTFKDVAVVFTKEELALLDKAQINLYQDVMLENFRNLMLVRDGIKNNILNLQAKGLSYLSQEVLHCWQIWKQRIRDLTVSQDYIVNLQEECSPHLEDVSLSEEWAGISLQISENENYVVNAIIKNQDITAWQSLTQVLTPESWRKANIMTEPQNSQGRYKGIYMEEKLYRRAQHDDSLSWTSCDHHESQECKGEDPGRHPSCGKNLGMKSTVEKRNAAHVLPQPFPCNNCGVAFADDTDPHVHHSTHLGEKSYKCDQYGKNFSQSQDLIVHCKTHSGKTPYEFHEWPMGCKQS.... Result: 0 (the proteins do not interact). Protein 1 (ENSG00000137871) has sequence MGDNPFQPKSNSKMAELFMECEEEELEPWQKKVKEVEDDDDDEPIFVGEISSSKPAISNILNRVNPSSYSRGLKNGALSRGITAAFKPTSQHYTNPTSNPVPASPINFHPESRSSDSSVIVQPFSKPGYITNSSRVVSNKSSELLFDLTQDTGLSHYQGGPTLSMAGMSESSFLSKRPSTSEVNNVNPKKPKPSESVSGANSSAVLPSVKSPSVTSSQAMLAKGTNTSSNQSKNGTPFPRACPKCNIHFNLLDPLKNHMKYCCPDMINNFLGLAKTEFSSTVNKNTTIDSEKGKLIMLVN.... (7) Protein 1 (ENSG00000105750) has sequence MGPLTFRDVAIEFSLKEWQCLDTAQRNLYRNVMLENYRNLVFLGITVSKPDLITCLEQGKEAWSMKRHEIMVAKPTVMCSHFAQDLWPEQNIKDSFQKVTLKRYGKCRHENLPLRKGCESMDECKMHKGGCNGLNQCLTATQSKIFQCDKYVKVAHKFSNSNRHEIRHTKKKPFKCTKCGKSFGMISCLTEHSRIHTRVNFYKCEECGKAFNWSSTLTKHKRIHTGEKPYKCEECGKAFNQSSNLIKHKKIHTGEKPYKCEECGKTFNRFSTLTTHKIIHTGEKPYKCKECGKAFNRSST.... Protein 2 (ENSG00000204366) has sequence MASGVEVLRFQLPGHEAATLRNMNQLRAEERFCDVTIVADSLKFRGHKVILAACSPFLRDQFLLNPSSELQVSLMHSARIVADLLLSCYTGALEFAVRDIVNYLTAASYLQMEHVVEKCRNALSQFIEPKIGLKEDGVSEASLVSSISATKSLLPPARTPKPAPKPPPPPPLPPPLLRPVKLEFPLDEDLELKAEEEDEDEDEDVSDICIVKVESALEVAHRLKPPGGLGGGLGIGGSVGGHLGELAQSSVPPSTVAPPQGVVKACYSLSEDAEGEGLLLIPGGRASVGATSGLVEAAAV.... Result: 0 (the proteins do not interact).